From a dataset of Catalyst prediction with 721,799 reactions and 888 catalyst types from USPTO. Predict which catalyst facilitates the given reaction. (1) Reactant: [Br:1][C:2]1[CH:3]=[C:4]([CH:8]=[CH:9][C:10]=1[CH3:11])[C:5]([NH2:7])=O.C(O)C. Product: [Br:1][C:2]1[CH:3]=[C:4]([CH2:5][NH2:7])[CH:8]=[CH:9][C:10]=1[CH3:11]. The catalyst class is: 1. (2) Reactant: [Br:1][C:2]([CH3:21])([CH3:20])[C:3]([O:5][CH2:6][C:7]([CH2:12][O:13][C:14](=[O:19])[C:15]([Br:18])([CH3:17])[CH3:16])([CH3:11])[C:8](O)=[O:9])=[O:4].C(Cl)(=O)C([Cl:25])=O. Product: [Br:1][C:2]([CH3:21])([CH3:20])[C:3]([O:5][CH2:6][C:7]([CH2:12][O:13][C:14](=[O:19])[C:15]([Br:18])([CH3:17])[CH3:16])([CH3:11])[C:8]([Cl:25])=[O:9])=[O:4]. The catalyst class is: 59. (3) Reactant: S(=O)(=O)(O)O.[CH2:6]([CH:8]([CH2:11][CH3:12])[CH:9]=O)[CH3:7].[Br:13][C:14]1[C:15]([O:22][CH3:23])=[C:16]([NH:20]N)[CH:17]=[CH:18][CH:19]=1.[BH4-].[Na+]. Product: [Br:13][C:14]1[C:15]([O:22][CH3:23])=[C:16]2[C:17]([C:8]([CH2:11][CH3:12])([CH2:6][CH3:7])[CH2:9][NH:20]2)=[CH:18][CH:19]=1. The catalyst class is: 8.